This data is from Full USPTO retrosynthesis dataset with 1.9M reactions from patents (1976-2016). The task is: Predict the reactants needed to synthesize the given product. (1) Given the product [Cl:1][C:2]1[N:3]=[CH:4][C:5]2[CH2:6][CH2:7][CH2:8][C:9](=[O:16])[C:10]=2[CH:11]=1, predict the reactants needed to synthesize it. The reactants are: [Cl:1][C:2]1[N:3]=[CH:4][C:5]2[CH2:6][CH2:7][CH2:8][C:9](=NO)[C:10]=2[CH:11]=1.CC(C)=[O:16].Cl. (2) Given the product [NH:3]1[C:12]2[C:7](=[CH:8][CH:9]=[CH:10][CH:11]=2)[NH:6][CH2:5][CH2:4]1, predict the reactants needed to synthesize it. The reactants are: [BH4-].[Li+].[N:3]1[C:12]2[C:7](=[CH:8][CH:9]=[CH:10][CH:11]=2)[N:6]=[CH:5][CH:4]=1.CO.